This data is from Forward reaction prediction with 1.9M reactions from USPTO patents (1976-2016). The task is: Predict the product of the given reaction. (1) Given the reactants [Cl:1][C:2]1[N:7]=[C:6](Cl)[CH:5]=[CH:4][N:3]=1.[CH:9]1[C:18]2[C:13](=[CH:14][CH:15]=[CH:16][CH:17]=2)[CH:12]=[CH:11][C:10]=1OB(O)O.C1(P(C2C=CC=CC=2)C2C=CC3C(=CC=CC=3)C=2C2C3C(=CC=CC=3)C=CC=2P(C2C=CC=CC=2)C2C=CC=CC=2)C=CC=CC=1.C(=O)([O-])[O-].[Na+].[Na+], predict the reaction product. The product is: [Cl:1][C:2]1[N:7]=[C:6]([C:11]2[CH:10]=[CH:9][C:18]3[C:13](=[CH:14][CH:15]=[CH:16][CH:17]=3)[CH:12]=2)[CH:5]=[CH:4][N:3]=1. (2) Given the reactants [CH3:1][C@@H:2]([CH2:25][CH3:26])[C@H:3]([N:11]1[CH2:15][CH2:14][N:13]([CH2:16][C:17]2[CH:18]=[N:19][C:20]([CH3:23])=[CH:21][CH:22]=2)[C:12]1=[O:24])[C:4]([O:6]C(C)(C)C)=[O:5].FC(F)(F)C(O)=O, predict the reaction product. The product is: [CH3:1][C@@H:2]([CH2:25][CH3:26])[C@H:3]([N:11]1[CH2:15][CH2:14][N:13]([CH2:16][C:17]2[CH:18]=[N:19][C:20]([CH3:23])=[CH:21][CH:22]=2)[C:12]1=[O:24])[C:4]([OH:6])=[O:5]. (3) Given the reactants [C:1](=[O:12])(OC(Cl)(Cl)Cl)OC(Cl)(Cl)Cl.[CH2:13]([NH:15][CH:16]1[CH2:21][CH2:20][CH:19]([OH:22])[CH2:18][CH2:17]1)[CH3:14].[C@H:23]1([NH:32][C:33]2[CH:42]=[CH:41][C:40]3[C:35](=[CH:36][CH:37]=[C:38]([NH2:43])[CH:39]=3)[N:34]=2)[C:31]2[C:26](=[CH:27][CH:28]=[CH:29][CH:30]=2)[CH2:25][CH2:24]1, predict the reaction product. The product is: [CH2:13]([N:15]([CH:16]1[CH2:21][CH2:20][CH:19]([OH:22])[CH2:18][CH2:17]1)[C:1]([NH:43][C:38]1[CH:39]=[C:40]2[C:35](=[CH:36][CH:37]=1)[N:34]=[C:33]([NH:32][C@H:23]1[C:31]3[C:26](=[CH:27][CH:28]=[CH:29][CH:30]=3)[CH2:25][CH2:24]1)[CH:42]=[CH:41]2)=[O:12])[CH3:14]. (4) Given the reactants [CH3:1][C:2]12[CH2:25][CH:6]([N:7]([C:9]([C:11]3[CH:16]=[CH:15][C:14]([N:17]4[CH2:21][CH2:20][CH:19]([C:22](O)=[O:23])[CH2:18]4)=[CH:13][CH:12]=3)=[O:10])[CH2:8]1)[CH2:5][C:4]([CH3:27])([CH3:26])[CH2:3]2.C1C=CC2N(O)N=NC=2C=1.CCN=C=NCCCN(C)C.CCN(C(C)C)C(C)C.[NH:58]1[CH2:63][CH2:62][O:61][CH2:60][CH2:59]1, predict the reaction product. The product is: [N:58]1([C:22]([CH:19]2[CH2:20][CH2:21][N:17]([C:14]3[CH:13]=[CH:12][C:11]([C:9]([N:7]4[CH2:27][C:4]5([CH3:26])[CH2:5][CH:6]4[CH2:25][C:2]([CH3:1])([CH3:8])[CH2:3]5)=[O:10])=[CH:16][CH:15]=3)[CH2:18]2)=[O:23])[CH2:63][CH2:62][O:61][CH2:60][CH2:59]1. (5) Given the reactants [C:1]([O:5][C:6]([N:8]([CH3:19])[C@H:9]([C:13]1[CH:18]=[CH:17][CH:16]=[CH:15][CH:14]=1)[C:10]([O-:12])=O)=[O:7])([CH3:4])([CH3:3])[CH3:2].C(Cl)CCl.[NH2:24][C:25]1[CH:26]=[C:27]2[C:32](=[CH:33][CH:34]=1)[CH:31]=[N:30][CH:29]=[CH:28]2, predict the reaction product. The product is: [CH:31]1[C:32]2[C:27](=[CH:26][C:25]([NH:24][C:10](=[O:12])[C@H:9]([N:8]([CH3:19])[C:6](=[O:7])[O:5][C:1]([CH3:2])([CH3:3])[CH3:4])[C:13]3[CH:18]=[CH:17][CH:16]=[CH:15][CH:14]=3)=[CH:34][CH:33]=2)[CH:28]=[CH:29][N:30]=1. (6) Given the reactants [CH2:1]([C:3]1([CH2:13][C:14]([CH:20]=[N:21][C:22]2[CH:31]=[CH:30][CH:29]=[C:28]3[C:23]=2[CH:24]=[CH:25][N:26]=[CH:27]3)([OH:19])[C:15]([F:18])([F:17])[F:16])[C:12]2[C:7](=[CH:8][CH:9]=[CH:10][CH:11]=2)[CH2:6][CH2:5][CH2:4]1)[CH3:2].C(O[BH-](OC(=O)C)OC(=O)C)(=O)C.[Na+].C(=O)([O-])[O-].[Na+].[Na+], predict the reaction product. The product is: [CH2:1]([C:3]1([CH2:13][C:14]([CH2:20][NH:21][C:22]2[CH:31]=[CH:30][CH:29]=[C:28]3[C:23]=2[CH:24]=[CH:25][N:26]=[CH:27]3)([OH:19])[C:15]([F:16])([F:17])[F:18])[C:12]2[C:7](=[CH:8][CH:9]=[CH:10][CH:11]=2)[CH2:6][CH2:5][CH2:4]1)[CH3:2]. (7) Given the reactants [O:1]1[CH2:6][CH2:5][N:4]([CH2:7][CH2:8][NH:9][C:10](=[O:39])[O:11][C@@H:12]2[CH2:28][C@@H:27]3[C@@:15]([CH3:38])([C@@H:16]4[C@@H:24]([CH2:25][CH2:26]3)[C@:23]3(O)[C@@:19]([CH3:37])([C@@H:20]([C:30]5[CH:31]=[CH:32][C:33](=[O:36])[O:34][CH:35]=5)[CH2:21][CH2:22]3)[CH2:18][CH2:17]4)[CH2:14][CH2:13]2)[CH2:3][CH2:2]1.O=S(Cl)Cl, predict the reaction product. The product is: [O:1]1[CH2:6][CH2:5][N:4]([CH2:7][CH2:8][NH:9][C:10](=[O:39])[O:11][C@@H:12]2[CH2:28][C@@H:27]3[C@@:15]([CH3:38])([C@@H:16]4[C@@H:24]([CH2:25][CH2:26]3)[C:23]3[C@@:19]([CH3:37])([C@@H:20]([C:30]5[CH:31]=[CH:32][C:33](=[O:36])[O:34][CH:35]=5)[CH2:21][CH:22]=3)[CH2:18][CH2:17]4)[CH2:14][CH2:13]2)[CH2:3][CH2:2]1.